Task: Predict the reactants needed to synthesize the given product.. Dataset: Full USPTO retrosynthesis dataset with 1.9M reactions from patents (1976-2016) (1) Given the product [F:1][C:2]1[C:7]2[O:8][C:9]3[CH2:14][CH2:13][N:12]([C:15]([O:17][C:18]([CH3:21])([CH3:20])[CH3:19])=[O:16])[CH2:11][C:10]=3[C:6]=2[CH:5]=[C:4]([S:29]([C:23]2[CH:28]=[CH:27][CH:26]=[CH:25][CH:24]=2)(=[O:31])=[O:30])[CH:3]=1, predict the reactants needed to synthesize it. The reactants are: [F:1][C:2]1[C:7]2[O:8][C:9]3[CH2:14][CH2:13][N:12]([C:15]([O:17][C:18]([CH3:21])([CH3:20])[CH3:19])=[O:16])[CH2:11][C:10]=3[C:6]=2[CH:5]=[C:4](Br)[CH:3]=1.[C:23]1([S:29]([O-:31])=[O:30])[CH:28]=[CH:27][CH:26]=[CH:25][CH:24]=1.[Na+]. (2) Given the product [Br:1][C:2]1[CH:3]=[N:4][C:5]([CH:9]=[CH2:10])=[N:6][CH:7]=1, predict the reactants needed to synthesize it. The reactants are: [Br:1][C:2]1[CH:3]=[N:4][C:5](I)=[N:6][CH:7]=1.[CH3:9][C:10]1(C)C(C)(C)OB(C=C)O1.C([O-])([O-])=O.[Cs+].[Cs+]. (3) Given the product [ClH:3].[NH2:12][C@H:13]1[CH2:14][CH2:15][C@H:16]([CH2:19][CH2:20][C:21]([O:23][CH3:24])=[O:22])[CH2:17][CH2:18]1, predict the reactants needed to synthesize it. The reactants are: S(Cl)([Cl:3])=O.C(OC([NH:12][C@H:13]1[CH2:18][CH2:17][C@H:16]([CH2:19][CH2:20][C:21]([OH:23])=[O:22])[CH2:15][CH2:14]1)=O)(C)(C)C.[CH3:24]O. (4) Given the product [Br:19][C:17]1[CH:18]=[C:13]([C:21]2([OH:20])[CH2:22][CH2:23][N:24]([C:27]([O:29][C:30]([CH3:32])([CH3:31])[CH3:33])=[O:28])[CH2:25][CH2:26]2)[CH:14]=[N:15][CH:16]=1, predict the reactants needed to synthesize it. The reactants are: C([Mg]Cl)CCC.[Li]CCCC.Br[C:13]1[CH:14]=[N:15][CH:16]=[C:17]([Br:19])[CH:18]=1.[O:20]=[C:21]1[CH2:26][CH2:25][N:24]([C:27]([O:29][C:30]([CH3:33])([CH3:32])[CH3:31])=[O:28])[CH2:23][CH2:22]1. (5) Given the product [CH2:24]([O:23][CH:4]([O:3][CH2:1][CH3:2])[C:5]1[O:13][C:12]2[C:11]([C:14]3[CH:15]=[C:16]([CH:17]=[CH:18][CH:19]=3)[NH2:20])=[CH:10][N:9]=[CH:8][C:7]=2[CH:6]=1)[CH3:25], predict the reactants needed to synthesize it. The reactants are: [CH2:1]([O:3][CH:4]([O:23][CH2:24][CH3:25])[C:5]1[O:13][C:12]2[C:11]([C:14]3[CH:19]=[CH:18][CH:17]=[C:16]([N+:20]([O-])=O)[CH:15]=3)=[CH:10][N:9]=[CH:8][C:7]=2[CH:6]=1)[CH3:2]. (6) Given the product [CH3:24][O:25][C:26](=[O:34])[C:27]1[CH:32]=[CH:31][CH:30]=[CH:29][C:28]=1[NH:16][C:15]1[N:14]([C:17]2[CH:22]=[CH:21][CH:20]=[CH:19][C:18]=2[CH3:23])[N:13]=[CH:12][C:11]=1[C:7]1[CH:6]=[C:5]2[C:10](=[CH:9][CH:8]=1)[N:1]=[CH:2][CH:3]=[N:4]2, predict the reactants needed to synthesize it. The reactants are: [N:1]1[C:10]2[C:5](=[CH:6][C:7]([C:11]3[CH:12]=[N:13][N:14]([C:17]4[CH:22]=[CH:21][CH:20]=[CH:19][C:18]=4[CH3:23])[C:15]=3[NH2:16])=[CH:8][CH:9]=2)[N:4]=[CH:3][CH:2]=1.[CH3:24][O:25][C:26](=[O:34])[C:27]1[CH:32]=[CH:31][CH:30]=[CH:29][C:28]=1Br.P([O-])([O-])([O-])=O.[K+].[K+].[K+].C(P(C(C)(C)C)C1C=CC=CC=1C1C=CC=CC=1)(C)(C)C.